Dataset: Reaction yield outcomes from USPTO patents with 853,638 reactions. Task: Predict the reaction yield, written as a fraction of the theoretical maximum amount of product (1.0 means a 100% yield; for example, 0.34 means a 34% yield). The reactants are [C:1]([Si:5]([CH3:14])([CH3:13])[O:6][CH2:7][CH2:8][CH2:9][C@@H:10]1[CH2:12][O:11]1)([CH3:4])([CH3:3])[CH3:2].[NH2:15][C:16]1[CH:17]=[CH:18][C:19]2[O:24][CH2:23][C:22](=[O:25])[NH:21][C:20]=2[CH:26]=1. The catalyst is CCO.O. The product is [C:1]([Si:5]([CH3:14])([CH3:13])[O:6][CH2:7][CH2:8][CH2:9][C@@H:10]([OH:11])[CH2:12][NH:15][C:16]1[CH:17]=[CH:18][C:19]2[O:24][CH2:23][C:22](=[O:25])[NH:21][C:20]=2[CH:26]=1)([CH3:4])([CH3:3])[CH3:2]. The yield is 0.390.